Task: Regression. Given a peptide amino acid sequence and an MHC pseudo amino acid sequence, predict their binding affinity value. This is MHC class II binding data.. Dataset: Peptide-MHC class II binding affinity with 134,281 pairs from IEDB (1) The peptide sequence is GELQIVDKIDAAFFI. The binding affinity (normalized) is 0.636. The MHC is DRB1_1302 with pseudo-sequence DRB1_1302. (2) The peptide sequence is YDKFLANVSTELTGK. The MHC is DRB1_0405 with pseudo-sequence DRB1_0405. The binding affinity (normalized) is 0.644. (3) The peptide sequence is AFKVAATAANEAPAN. The MHC is HLA-DPA10201-DPB11401 with pseudo-sequence HLA-DPA10201-DPB11401. The binding affinity (normalized) is 0.662. (4) The peptide sequence is DVFYNGAYFVSSGKY. The MHC is DRB1_0301 with pseudo-sequence DRB1_0301. The binding affinity (normalized) is 0.137. (5) The peptide sequence is AEAVKKFGYELEALA. The MHC is DRB5_0101 with pseudo-sequence DRB5_0101. The binding affinity (normalized) is 0.145.